From a dataset of Retrosynthesis with 50K atom-mapped reactions and 10 reaction types from USPTO. Predict the reactants needed to synthesize the given product. (1) Given the product O=C(Nc1nc2cc(CO)ccc2n1C[C@H]1CCCN1)c1ccc(C(F)F)s1, predict the reactants needed to synthesize it. The reactants are: CC(C)(C)OC(=O)N1CCC[C@@H]1Cn1c(NC(=O)c2ccc(C(F)F)s2)nc2cc(CO)ccc21. (2) Given the product CCN(CC)CCN(C)S(=O)(=O)c1c(Cl)ccc(Nc2c(Cl)c(=O)c2=O)c1O, predict the reactants needed to synthesize it. The reactants are: CCN(CC)CCN(C)S(=O)(=O)c1c(Cl)ccc(N)c1O.O=c1c(Cl)c(Cl)c1=O. (3) Given the product CC(C)(C)OC(=O)N1CCC2(CCN(c3ccncc3)CC2)C1, predict the reactants needed to synthesize it. The reactants are: Brc1ccncc1.CC(C)(C)OC(=O)N1CCC2(CCNCC2)C1. (4) Given the product O=C(NCC(=O)N1CCC(Oc2cccc(C(F)(F)F)c2)CC1)c1cc(-c2cccnc2)[nH]n1, predict the reactants needed to synthesize it. The reactants are: NCC(=O)N1CCC(Oc2cccc(C(F)(F)F)c2)CC1.O=C(O)c1cc(-c2cccnc2)[nH]n1. (5) Given the product Cc1ccc(C(C)NS(=O)(=O)c2ccc(Nc3nc(N)c(C(=O)c4c(F)cccc4F)s3)cc2)o1, predict the reactants needed to synthesize it. The reactants are: Cc1ccc(C(C)N)o1.Nc1nc(Nc2ccc(S(=O)(=O)F)cc2)sc1C(=O)c1c(F)cccc1F. (6) The reactants are: Cc1cc([N+](=O)[O-])c(C)cc1Sc1cccc(O)c1. Given the product Cc1cc(Sc2cccc(O)c2)c(C)cc1N, predict the reactants needed to synthesize it. (7) Given the product CCN(C(=O)C[C@@H]1CCCN1C(=O)OC(C)(C)C)C1CCN(CC[C@@H](c2cc(F)cc(F)c2)C2CCN(S(C)(=O)=O)CC2)CC1, predict the reactants needed to synthesize it. The reactants are: CC(C)(C)OC(=O)N1CCC[C@H]1CC(=O)O.CCNC1CCN(CC[C@@H](c2cc(F)cc(F)c2)C2CCN(S(C)(=O)=O)CC2)CC1.